The task is: Predict the product of the given reaction.. This data is from Forward reaction prediction with 1.9M reactions from USPTO patents (1976-2016). Given the reactants [NH2:1][C:2]1[C:11]([CH3:12])=[C:10]2[C:5]([CH:6]=[CH:7][CH:8]=[N:9]2)=[CH:4][CH:3]=1.C([N:15]=[C:16](S)[N:17](C(OCC1C=CC=CC=1)=O)[C:18]([O:20][CH2:21][C:22]1[CH:27]=[CH:26][CH:25]=[CH:24][CH:23]=1)=[O:19])C.[C:39]([O:42][CH2:43][CH3:44])(=[O:41])C, predict the reaction product. The product is: [CH2:43]([O:42][C:39]([N:15]=[C:16]([NH:17][C:18]([O:20][CH2:21][C:22]1[CH:27]=[CH:26][CH:25]=[CH:24][CH:23]=1)=[O:19])[NH:1][C:2]1[C:11]([CH3:12])=[C:10]2[C:5]([CH:6]=[CH:7][CH:8]=[N:9]2)=[CH:4][CH:3]=1)=[O:41])[C:44]1[CH:10]=[CH:11][CH:2]=[CH:3][CH:4]=1.